This data is from Full USPTO retrosynthesis dataset with 1.9M reactions from patents (1976-2016). The task is: Predict the reactants needed to synthesize the given product. (1) Given the product [NH:1]1[CH2:6][CH2:5][CH:4]([C:7]2[CH:12]=[CH:11][C:10]([NH:13][C:14]([N:16]3[CH2:24][C:23]4[CH:22]=[CH:21][N:20]=[CH:19][C:18]=4[CH2:17]3)=[O:15])=[CH:9][CH:8]=2)[CH2:3][CH2:2]1, predict the reactants needed to synthesize it. The reactants are: [NH:1]1[CH2:6][CH:5]=[C:4]([C:7]2[CH:12]=[CH:11][C:10]([NH:13][C:14]([N:16]3[CH2:24][C:23]4[CH:22]=[CH:21][N:20]=[CH:19][C:18]=4[CH2:17]3)=[O:15])=[CH:9][CH:8]=2)[CH2:3][CH2:2]1.CO. (2) Given the product [C:1]([O:5][C:6]([N:8]([CH3:14])[CH2:9][CH2:10][C:11]([O:13][CH3:17])=[O:12])=[O:7])([CH3:4])([CH3:3])[CH3:2], predict the reactants needed to synthesize it. The reactants are: [C:1]([O:5][C:6]([N:8]([CH3:14])[CH2:9][CH2:10][C:11]([OH:13])=[O:12])=[O:7])([CH3:4])([CH3:3])[CH3:2].CO.[CH3:17]CN=C=NCCCN(C)C.